Dataset: Forward reaction prediction with 1.9M reactions from USPTO patents (1976-2016). Task: Predict the product of the given reaction. (1) Given the reactants [O:1]1[CH2:3][CH:2]1[CH2:4][O:5][C:6]1[CH:7]=[C:8]([CH2:12][OH:13])[CH:9]=[CH:10][CH:11]=1.[CH3:14][C:15]1[CH:20]=[C:19]([CH3:21])[N:18]=[C:17]([N:22]2[CH2:27][CH2:26][CH:25]([NH2:28])[CH2:24][CH2:23]2)[N:16]=1, predict the reaction product. The product is: [CH3:14][C:15]1[CH:20]=[C:19]([CH3:21])[N:18]=[C:17]([N:22]2[CH2:23][CH2:24][CH:25]([NH:28][CH2:3][CH:2]([OH:1])[CH2:4][O:5][C:6]3[CH:11]=[CH:10][CH:9]=[C:8]([CH2:12][OH:13])[CH:7]=3)[CH2:26][CH2:27]2)[N:16]=1. (2) Given the reactants [Cl:1][C:2]1[N:3]=[CH:4][CH:5]=[C:6]2[CH:10]=[C:9](I)[O:8][C:7]=12.[F:12][C:13]([F:28])([F:27])[C:14]1[CH:15]=[C:16](B(O)O)[CH:17]=[C:18]([C:20]([F:23])([F:22])[F:21])[CH:19]=1.C([O-])([O-])=O.[K+].[K+], predict the reaction product. The product is: [F:12][C:13]([F:27])([F:28])[C:14]1[CH:15]=[C:16]([C:9]2[O:8][C:7]3=[C:2]([Cl:1])[N:3]=[CH:4][CH:5]=[C:6]3[CH:10]=2)[CH:17]=[C:18]([C:20]([F:21])([F:22])[F:23])[CH:19]=1. (3) Given the reactants [Br:1][C:2]1[CH:7]=[CH:6][C:5]([C@@:8]([NH:16][S@](C(C)(C)C)=O)([CH3:15])[CH:9]([CH2:13][OH:14])[CH:10]([CH3:12])[CH3:11])=[CH:4][C:3]=1[Cl:23].Cl.CO, predict the reaction product. The product is: [NH2:16][C:8]([C:5]1[CH:6]=[CH:7][C:2]([Br:1])=[C:3]([Cl:23])[CH:4]=1)([CH3:15])[C@@H:9]([CH:10]([CH3:11])[CH3:12])[CH2:13][OH:14]. (4) Given the reactants [NH2:1][C:2]1[C:11]2[C:6](=[CH:7][CH:8]=[CH:9][CH:10]=2)[N:5]=[C:4]([CH3:12])[CH:3]=1.C(N(CC)CC)C.Cl[C:21](Cl)([O:23]C(=O)OC(Cl)(Cl)Cl)Cl.[Cl:32][C:33]1[CH:39]=[CH:38][C:36]([NH2:37])=[CH:35][C:34]=1[O:40][CH2:41][CH2:42][N:43]([CH3:45])[CH3:44], predict the reaction product. The product is: [Cl:32][C:33]1[CH:39]=[CH:38][C:36]([NH:37][C:21]([NH:1][C:2]2[C:11]3[C:6](=[CH:7][CH:8]=[CH:9][CH:10]=3)[N:5]=[C:4]([CH3:12])[CH:3]=2)=[O:23])=[CH:35][C:34]=1[O:40][CH2:41][CH2:42][N:43]([CH3:45])[CH3:44].